From a dataset of Reaction yield outcomes from USPTO patents with 853,638 reactions. Predict the reaction yield, written as a fraction of the theoretical maximum amount of product (1.0 means a 100% yield; for example, 0.34 means a 34% yield). The reactants are [CH3:1][I:2].[C:3]12([CH2:13][CH2:14][N:15]([CH2:28][CH2:29][CH2:30][CH2:31][CH3:32])[C:16]([NH:18][CH2:19][CH2:20][CH2:21][C:22]3[CH:27]=[CH:26][N:25]=[CH:24][CH:23]=3)=[O:17])[CH2:12][CH:7]3[CH2:8][CH:9]([CH2:11][CH:5]([CH2:6]3)[CH2:4]1)[CH2:10]2. The catalyst is CC(C)=O. The product is [I-:2].[C:3]12([CH2:13][CH2:14][N:15]([CH2:28][CH2:29][CH2:30][CH2:31][CH3:32])[C:16](=[O:17])[NH:18][CH2:19][CH2:20][CH2:21][C:22]3[CH:23]=[CH:24][N+:25]([CH3:1])=[CH:26][CH:27]=3)[CH2:4][CH:5]3[CH2:6][CH:7]([CH2:8][CH:9]([CH2:11]3)[CH2:10]1)[CH2:12]2. The yield is 0.960.